From a dataset of Forward reaction prediction with 1.9M reactions from USPTO patents (1976-2016). Predict the product of the given reaction. (1) Given the reactants C[O:2][C:3]([C:5]1[CH:6]=[CH:7][C:8]2[O:12][C:11]([C:13]3[CH:18]=[CH:17][C:16]([O:19]C)=[CH:15][CH:14]=3)=[CH:10][C:9]=2[CH:21]=1)=[O:4].Cl.N1C=CC=CC=1, predict the reaction product. The product is: [OH:19][C:16]1[CH:17]=[CH:18][C:13]([C:11]2[O:12][C:8]3[CH:7]=[CH:6][C:5]([C:3]([OH:4])=[O:2])=[CH:21][C:9]=3[CH:10]=2)=[CH:14][CH:15]=1. (2) Given the reactants [Br:1][C:2]1[CH:7]=[CH:6][C:5]([OH:8])=[C:4]([CH:9]([C:13]2[CH:18]=[CH:17][CH:16]=[CH:15][CH:14]=2)[CH2:10][CH2:11][OH:12])[CH:3]=1.C(=O)([O-])[O-].[K+].[K+].[CH2:25](Br)[C:26]1[CH:31]=[CH:30][CH:29]=[CH:28][CH:27]=1.C(OC(C)C)(C)C, predict the reaction product. The product is: [CH2:25]([O:8][C:5]1[CH:6]=[CH:7][C:2]([Br:1])=[CH:3][C:4]=1[CH:9]([C:13]1[CH:14]=[CH:15][CH:16]=[CH:17][CH:18]=1)[CH2:10][CH2:11][OH:12])[C:26]1[CH:31]=[CH:30][CH:29]=[CH:28][CH:27]=1. (3) Given the reactants [CH3:1][O:2][C:3](=[O:18])[CH2:4][C:5]1[C:13]([C:14]([O:16][CH3:17])=[O:15])=[C:8]2[CH:9]=[CH:10][CH:11]=[CH:12][N:7]2[N:6]=1, predict the reaction product. The product is: [CH3:1][O:2][C:3](=[O:18])[CH2:4][C:5]1[C:13]([C:14]([O:16][CH3:17])=[O:15])=[C:8]2[CH2:9][CH2:10][CH2:11][CH2:12][N:7]2[N:6]=1. (4) The product is: [CH3:1][C@@H:2]1[O:7][C@@H:6]([O:8][CH2:9][C@H:10]2[O:15][C@@H:14]([O:16][C:17]3[CH:18]=[C:19]([OH:37])[C:20]4[C:26](=[O:27])[CH:25]=[C:24]([C:28]5[CH:29]=[CH:30][C:31]([O:35][CH3:36])=[C:32]([OH:34])[CH:33]=5)[O:23][C:21]=4[CH:22]=3)[C@H:13]([OH:38])[C@@H:12]([OH:39])[C@@H:11]2[OH:40])[C@H:5]([OH:41])[C@H:4]([OH:42])[C@H:3]1[OH:43].[Pd:46]. Given the reactants [CH3:1][C@@H:2]1[O:7][C@@H:6]([O:8][CH2:9][C@H:10]2[O:15][C@@H:14]([O:16][C:17]3[CH:18]=[C:19]([OH:37])[C:20]4[C:26](=[O:27])[CH:25]=[C:24]([C:28]5[CH:29]=[CH:30][C:31]([O:35][CH3:36])=[C:32]([OH:34])[CH:33]=5)[O:23][C:21]=4[CH:22]=3)[C@H:13]([OH:38])[C@@H:12]([OH:39])[C@@H:11]2[OH:40])[C@H:5]([OH:41])[C@H:4]([OH:42])[C@H:3]1[OH:43].[BH4-].[Na+].[Pd:46], predict the reaction product. (5) The product is: [CH3:33][N:2]([CH3:1])[S:3]([N:6]1[CH:10]=[C:9]([CH2:11][OH:12])[N:8]=[C:7]1[C:30](=[O:32])[CH3:31])(=[O:4])=[O:5]. Given the reactants [CH3:1][N:2]([CH3:33])[S:3]([N:6]1[CH:10]=[C:9]([CH2:11][O:12][Si](C(C)(C)C)(C2C=CC=CC=2)C2C=CC=CC=2)[N:8]=[C:7]1[C:30](=[O:32])[CH3:31])(=[O:5])=[O:4].CCCC[N+](CCCC)(CCCC)CCCC.[F-], predict the reaction product.